This data is from Full USPTO retrosynthesis dataset with 1.9M reactions from patents (1976-2016). The task is: Predict the reactants needed to synthesize the given product. (1) Given the product [CH3:32][C:31]1([CH3:33])[C:28]([CH3:29])([CH3:30])[O:27][B:26]([C:23]2[CH:22]=[CH:21][C:20]([CH2:19][O:1][C:2]3[CH:11]=[CH:10][CH:9]=[CH:8][C:3]=3[C:4]([O:6][CH3:7])=[O:5])=[CH:25][CH:24]=2)[O:34]1, predict the reactants needed to synthesize it. The reactants are: [OH:1][C:2]1[CH:11]=[CH:10][CH:9]=[CH:8][C:3]=1[C:4]([O:6][CH3:7])=[O:5].C([O-])([O-])=O.[K+].[K+].Br[CH2:19][C:20]1[CH:25]=[CH:24][C:23]([B:26]2[O:34][C:31]([CH3:33])([CH3:32])[C:28]([CH3:30])([CH3:29])[O:27]2)=[CH:22][CH:21]=1. (2) Given the product [CH3:27][O:28][CH2:29][CH2:30][NH:31][C:2]1[N:10]=[C:9]2[C:5]([N:6]=[CH:7][N:8]2[CH:11]2[CH2:16][CH2:15][CH2:14][CH2:13][O:12]2)=[C:4]([NH2:17])[N:3]=1, predict the reactants needed to synthesize it. The reactants are: Cl[C:2]1[N:10]=[C:9]2[C:5]([N:6]=[CH:7][N:8]2[CH:11]2[CH2:16][CH2:15][CH2:14][CH2:13][O:12]2)=[C:4]([NH2:17])[N:3]=1.C(N(C(C)C)C(C)C)C.[CH3:27][O:28][CH2:29][CH2:30][NH2:31]. (3) Given the product [NH2:15][C:11]1[CH:12]=[C:13]2[C:8](=[CH:9][C:10]=1[N+:19]([O-:21])=[O:20])[CH2:7][CH:6]([CH2:5][OH:4])[CH2:14]2, predict the reactants needed to synthesize it. The reactants are: C([O:4][CH2:5][CH:6]1[CH2:14][C:13]2[C:8](=[CH:9][C:10]([N+:19]([O-:21])=[O:20])=[C:11]([NH:15]C(=O)C)[CH:12]=2)[CH2:7]1)(=O)C.Cl. (4) The reactants are: [H][H].[Si:3]([O:10][CH2:11][C@@H:12]([CH3:44])[C@H:13]([NH:24]C1(C2C=CC=CC=2)C2C=CC=CC=2C2C1=CC=CC=2)[C:14]([O:16]CC1C=CC=CC=1)=[O:15])([C:6]([CH3:9])([CH3:8])[CH3:7])([CH3:5])[CH3:4]. Given the product [NH2:24][C@@H:13]([C@H:12]([CH3:44])[CH2:11][O:10][Si:3]([C:6]([CH3:9])([CH3:8])[CH3:7])([CH3:5])[CH3:4])[C:14]([OH:16])=[O:15], predict the reactants needed to synthesize it. (5) Given the product [C:14]([C:12]([C:10]1[CH:9]=[C:8]([CH:7]=[C:6]([C:3]([CH3:5])([C:1]#[N:2])[CH3:4])[CH:11]=1)[CH2:17][Br:18])([CH3:16])[CH3:13])#[N:15], predict the reactants needed to synthesize it. The reactants are: [C:1]([C:3]([C:6]1[CH:7]=[C:8]([CH3:17])[CH:9]=[C:10]([C:12]([CH3:16])([C:14]#[N:15])[CH3:13])[CH:11]=1)([CH3:5])[CH3:4])#[N:2].[Br:18]N1C(=O)CCC1=O.C(Cl)(Cl)(Cl)Cl. (6) Given the product [C:1]([O:5][C:6]([NH:8][CH:9]1[CH2:15][CH2:14][C:13]2[CH:16]=[CH:17][CH:18]=[C:19]([C:22]3[CH:27]=[CH:26][CH:25]=[CH:24][CH:23]=3)[C:12]=2[CH2:11][C:10]1=[O:21])=[O:7])([CH3:4])([CH3:3])[CH3:2], predict the reactants needed to synthesize it. The reactants are: [C:1]([O:5][C:6]([NH:8][CH:9]1[CH2:15][CH2:14][C:13]2[CH:16]=[CH:17][CH:18]=[C:19](Br)[C:12]=2[CH2:11][C:10]1=[O:21])=[O:7])([CH3:4])([CH3:3])[CH3:2].[C:22]1(B(O)O)[CH:27]=[CH:26][CH:25]=[CH:24][CH:23]=1.[F-].[Cs+]. (7) Given the product [F:19][C:20]1[CH:25]=[CH:24][C:23]([N:13]2[C:14]3[C:10](=[CH:9][C:8]([O:7][C:6]4[CH:17]=[CH:18][C:3]([O:2][CH3:1])=[CH:4][CH:5]=4)=[CH:16][CH:15]=3)[CH:11]=[N:12]2)=[CH:22][CH:21]=1, predict the reactants needed to synthesize it. The reactants are: [CH3:1][O:2][C:3]1[CH:18]=[CH:17][C:6]([O:7][C:8]2[CH:9]=[C:10]3[C:14](=[CH:15][CH:16]=2)[NH:13][N:12]=[CH:11]3)=[CH:5][CH:4]=1.[F:19][C:20]1[CH:25]=[CH:24][C:23](Br)=[CH:22][CH:21]=1.C(=O)([O-])[O-].[K+].[K+].CN(C)C(=O)C.